Dataset: Catalyst prediction with 721,799 reactions and 888 catalyst types from USPTO. Task: Predict which catalyst facilitates the given reaction. Reactant: [C:1]([C:3]1[C:4]([NH:22][CH2:23][CH:24]2[CH2:30][CH:29]3[N:31](C(OC(C)(C)C)=O)[CH:26]([CH2:27][CH2:28]3)[CH2:25]2)=[N:5][C:6]([NH:9][CH2:10][C:11]2[CH:16]=[CH:15][CH:14]=[CH:13][C:12]=2[O:17][C:18]([F:21])([F:20])[F:19])=[N:7][CH:8]=1)#[N:2].O1CCOCC1.[ClH:45]. Product: [ClH:45].[ClH:45].[CH:29]12[NH:31][CH:26]([CH2:27][CH2:28]1)[CH2:25][CH:24]([CH2:23][NH:22][C:4]1[C:3]([C:1]#[N:2])=[CH:8][N:7]=[C:6]([NH:9][CH2:10][C:11]3[CH:16]=[CH:15][CH:14]=[CH:13][C:12]=3[O:17][C:18]([F:19])([F:20])[F:21])[N:5]=1)[CH2:30]2. The catalyst class is: 12.